This data is from Forward reaction prediction with 1.9M reactions from USPTO patents (1976-2016). The task is: Predict the product of the given reaction. Given the reactants [CH:1]([C:3]1C=C[CH:6]=[C:5]([C:9]([F:12])([F:11])[F:10])[CH:4]=1)=C.[OH2:13].[C:14]([OH:18])(C)([CH3:16])[CH3:15], predict the reaction product. The product is: [F:10][C:9]([F:12])([F:11])[C:5]1[CH:6]=[C:15]([C@H:14]([OH:18])[CH2:16][OH:13])[CH:1]=[CH:3][CH:4]=1.